Dataset: Reaction yield outcomes from USPTO patents with 853,638 reactions. Task: Predict the reaction yield, written as a fraction of the theoretical maximum amount of product (1.0 means a 100% yield; for example, 0.34 means a 34% yield). (1) The reactants are [Br:1][C:2]1[CH:18]=[CH:17][C:5]2[N:6]=[C:7]([C:9]3[CH:14]=[CH:13][C:12]([O:15]C)=[CH:11][CH:10]=3)[S:8][C:4]=2[CH:3]=1. The catalyst is B(Br)(Br)Br.[Cl-].[Na+].O. The product is [Br:1][C:2]1[CH:18]=[CH:17][C:5]2[N:6]=[C:7]([C:9]3[CH:10]=[CH:11][C:12]([OH:15])=[CH:13][CH:14]=3)[S:8][C:4]=2[CH:3]=1. The yield is 1.00. (2) No catalyst specified. The product is [OH:5][C:6]1[CH:7]=[C:8]2[C:13](=[CH:14][CH:15]=1)[C:12]([C:16]([O:18][CH2:19][CH3:20])=[O:17])=[CH:11][CH:10]=[CH:9]2. The reactants are S(Cl)(Cl)=O.[OH:5][C:6]1[CH:7]=[C:8]2[C:13](=[CH:14][CH:15]=1)[C:12]([C:16]([OH:18])=[O:17])=[CH:11][CH:10]=[CH:9]2.[CH2:19](O)[CH3:20]. The yield is 0.870.